This data is from Forward reaction prediction with 1.9M reactions from USPTO patents (1976-2016). The task is: Predict the product of the given reaction. (1) Given the reactants [CH:1]1([NH:4][C:5]([C:7]2[C:8]3[CH:9]=[C:10]([C:20]4[C:25]([Cl:26])=[CH:24][N:23]=[C:22](Cl)[N:21]=4)[N:11]([CH2:16][O:17][CH2:18][CH3:19])[C:12]=3[CH:13]=[CH:14][CH:15]=2)=[O:6])[CH2:3][CH2:2]1.Cl.[NH2:29][C@@H:30]1[CH2:34][CH2:33][CH2:32][C@@H:31]1[OH:35].CCN(C(C)C)C(C)C.O, predict the reaction product. The product is: [Cl:26][C:25]1[C:20]([C:10]2[N:11]([CH2:16][O:17][CH2:18][CH3:19])[C:12]3[CH:13]=[CH:14][CH:15]=[C:7]([C:5]([NH:4][CH:1]4[CH2:3][CH2:2]4)=[O:6])[C:8]=3[CH:9]=2)=[N:21][C:22]([NH:29][C@@H:30]2[CH2:34][CH2:33][CH2:32][C@@H:31]2[OH:35])=[N:23][CH:24]=1. (2) Given the reactants [F:1][C:2]([F:20])([F:19])[CH2:3][C:4]1[NH:5][C:6]2[C:11]([CH:12]=1)=[C:10]([C:13]([F:16])([F:15])[F:14])[C:9]([C:17]#[N:18])=[CH:8][CH:7]=2.C([O-])([O-])=O.[Cs+].[Cs+].[F:27][C:28]([F:47])([F:46])[C:29]1[CH:30]=[C:31]([C:39]2[O:43][N:42]=[C:41]([CH2:44]Cl)[N:40]=2)[CH:32]=[C:33]([C:35]([F:38])([F:37])[F:36])[CH:34]=1.CC#N, predict the reaction product. The product is: [F:47][C:28]([F:27])([F:46])[C:29]1[CH:30]=[C:31]([C:39]2[O:43][N:42]=[C:41]([CH2:44][N:5]3[C:6]4[C:11](=[C:10]([C:13]([F:16])([F:15])[F:14])[C:9]([C:17]#[N:18])=[CH:8][CH:7]=4)[CH:12]=[C:4]3[CH2:3][C:2]([F:1])([F:19])[F:20])[N:40]=2)[CH:32]=[C:33]([C:35]([F:37])([F:36])[F:38])[CH:34]=1. (3) The product is: [C:1]([O:5][C:6](=[O:7])[NH:8][C@:9]1([C:14](=[O:16])[NH:36][S:33]([C:30]2([CH3:29])[CH2:32][CH2:31]2)(=[O:35])=[O:34])[CH2:11][C@H:10]1[CH:12]=[CH2:13])([CH3:2])([CH3:3])[CH3:4]. Given the reactants [C:1]([O:5][C:6]([NH:8][C@:9]1([C:14]([OH:16])=O)[CH2:11][C@H:10]1[CH:12]=[CH2:13])=[O:7])([CH3:4])([CH3:3])[CH3:2].C1N=CN(C(N2C=NC=C2)=O)C=1.[CH3:29][C:30]1([S:33]([NH2:36])(=[O:35])=[O:34])[CH2:32][CH2:31]1.C1CCN2C(=NCCC2)CC1, predict the reaction product. (4) Given the reactants [Cl:1][C:2]1[CH:10]=[CH:9][C:5]([C:6]([OH:8])=O)=[CH:4][CH:3]=1.CCN(C(C)C)C(C)C.CN(C(ON1N=NC2C=CC=CC1=2)=[N+](C)C)C.[B-](F)(F)(F)F.[CH3:42][O:43][C@H:44]([CH3:54])[C@H:45]([NH:52][CH3:53])[CH2:46][N:47]1[CH2:50][CH:49]([OH:51])[CH2:48]1.C([O-])(O)=O.[Na+], predict the reaction product. The product is: [Cl:1][C:2]1[CH:3]=[CH:4][C:5]([C:6]([N:52]([C@@H:45]([C@H:44]([O:43][CH3:42])[CH3:54])[CH2:46][N:47]2[CH2:48][CH:49]([OH:51])[CH2:50]2)[CH3:53])=[O:8])=[CH:9][CH:10]=1. (5) The product is: [CH2:1]([O:3][C:4](=[O:20])[C:5]([O:8][C:9]1[CH:14]=[CH:13][C:12]([CH:15]([NH:18][C:30]([C:29]2[C:24]([CH:21]3[CH2:23][CH2:22]3)=[N:25][C:26]([C:33]3[CH:34]=[CH:35][C:36]([C:39]([F:41])([F:42])[F:40])=[CH:37][CH:38]=3)=[N:27][CH:28]=2)=[O:31])[CH2:16][CH3:17])=[CH:11][C:10]=1[CH3:19])([CH3:6])[CH3:7])[CH3:2]. Given the reactants [CH2:1]([O:3][C:4](=[O:20])[C:5]([O:8][C:9]1[CH:14]=[CH:13][C:12]([CH:15]([NH2:18])[CH2:16][CH3:17])=[CH:11][C:10]=1[CH3:19])([CH3:7])[CH3:6])[CH3:2].[CH:21]1([C:24]2[C:29]([C:30](O)=[O:31])=[CH:28][N:27]=[C:26]([C:33]3[CH:38]=[CH:37][C:36]([C:39]([F:42])([F:41])[F:40])=[CH:35][CH:34]=3)[N:25]=2)[CH2:23][CH2:22]1, predict the reaction product. (6) Given the reactants C(OC([N:8]1[CH2:12][C:11](=[CH2:13])[CH2:10][C@H:9]1[C:14]([OH:16])=[O:15])=O)(C)(C)C.[ClH:17], predict the reaction product. The product is: [ClH:17].[CH2:13]=[C:11]1[CH2:12][NH:8][C@H:9]([C:14]([OH:16])=[O:15])[CH2:10]1. (7) Given the reactants [Cl:1][C:2]1[C:7]2[C:8](=[O:18])[N:9]([C:11]([O:13][C:14]([CH3:17])([CH3:16])[CH3:15])=[O:12])[CH2:10][C:6]=2[C:5]([F:19])=[C:4](Cl)[N:3]=1.[NH2:21][C@@H:22]1[CH2:27][CH2:26][O:25][CH2:24][C@@H:23]1[NH:28][C:29](=[O:35])[O:30][C:31]([CH3:34])([CH3:33])[CH3:32].C(N(C(C)C)CC)(C)C, predict the reaction product. The product is: [C:31]([O:30][C:29]([NH:28][C@@H:23]1[C@H:22]([NH:21][C:4]2[N:3]=[C:2]([Cl:1])[C:7]3[C:8](=[O:18])[N:9]([C:11]([O:13][C:14]([CH3:17])([CH3:16])[CH3:15])=[O:12])[CH2:10][C:6]=3[C:5]=2[F:19])[CH2:27][CH2:26][O:25][CH2:24]1)=[O:35])([CH3:34])([CH3:32])[CH3:33]. (8) Given the reactants [S:1]1[CH2:5][C:4](=[O:6])[NH:3][C:2]1=[O:7].[CH:8](=O)[CH2:9][CH2:10][CH2:11][CH2:12][CH2:13][CH2:14][CH2:15][CH2:16][CH2:17][CH2:18][CH2:19][CH2:20][CH2:21][CH2:22][CH2:23][CH2:24][CH3:25], predict the reaction product. The product is: [CH:25](=[C:5]1/[C:4](=[O:6])[NH:3][C:2](=[O:7])[S:1]/1)\[CH2:24][CH2:23][CH2:22][CH2:21][CH2:20][CH2:19][CH2:18][CH2:17][CH2:16][CH2:15][CH2:14][CH2:13][CH2:12][CH2:11][CH2:10][CH2:9][CH3:8]. (9) Given the reactants C1C2C(COC(N[C@H:19]([C:27]([OH:29])=[O:28])[C:20]([S:23]([CH3:26])(=[O:25])=[O:24])([CH3:22])[CH3:21])=O)C3C(=CC=CC=3)C=2C=CC=1.N1CCCCC1.CN(C)C=[O:39], predict the reaction product. The product is: [OH:39][C@@H:19]([C:20]([CH3:22])([S:23]([CH3:26])(=[O:25])=[O:24])[CH3:21])[C:27]([OH:29])=[O:28].